Dataset: Catalyst prediction with 721,799 reactions and 888 catalyst types from USPTO. Task: Predict which catalyst facilitates the given reaction. (1) Reactant: [C:1]([OH:5])(=[O:4])[CH:2]=[O:3].[O:6]([C:8]1[CH:18]=[CH:17][CH:16]=[CH:15][C:9]=1[CH2:10][NH:11][CH2:12][CH2:13]O)[CH3:7].O. Product: [OH:4][CH:1]1[O:5][CH2:13][CH2:12][N:11]([CH2:10][C:9]2[CH:15]=[CH:16][CH:17]=[CH:18][C:8]=2[O:6][CH3:7])[C:2]1=[O:3]. The catalyst class is: 7. (2) Reactant: [OH:1][C:2]1[CH:7]=[CH:6][NH:5][C:4](=[O:8])[CH:3]=1.[CH2:9]([C:12]1[CH:13]=[N:14][C:15]([N:18]2[CH2:23][CH2:22][CH:21](CS([O-])(=O)=O)[CH2:20][CH2:19]2)=[N:16][CH:17]=1)[CH2:10][CH3:11].C(=O)([O-])[O-].[K+].[K+].CS(C)=O. Product: [CH2:9]([C:12]1[CH:13]=[N:14][C:15]([N:18]2[CH2:23][CH2:22][CH:21]([O:1][C:2]3[CH:7]=[CH:6][NH:5][C:4](=[O:8])[CH:3]=3)[CH2:20][CH2:19]2)=[N:16][CH:17]=1)[CH2:10][CH3:11]. The catalyst class is: 6. (3) Reactant: [Cl:1][C:2]1[CH:9]=[CH:8][CH:7]=[C:6]([O:10][C:11]2[CH:12]=[N:13][C:14]3[C:19]([CH:20]=2)=[CH:18][CH:17]=[CH:16][CH:15]=3)[C:3]=1[C:4]#[N:5].[OH-:21].[Na+]. Product: [Cl:1][C:2]1[CH:9]=[CH:8][CH:7]=[C:6]([O:10][C:11]2[CH:12]=[N:13][C:14]3[C:19]([CH:20]=2)=[CH:18][CH:17]=[CH:16][CH:15]=3)[C:3]=1[C:4]([NH2:5])=[O:21]. The catalyst class is: 65. (4) Reactant: [CH:1]1([C:4](Cl)=[O:5])[CH2:3][CH2:2]1.[NH2:7][CH:8]1[C:13](=[O:14])[N:12]2[CH:15]([CH2:23][C:24]3[CH:29]=[CH:28][C:27]([Cl:30])=[CH:26][CH:25]=3)[C:16](=[O:22])[N:17]([CH:19]([CH3:21])[CH3:20])[CH2:18][CH:11]2[N:10]([S:31]([C:34]2[CH:39]=[C:38]([Cl:40])[CH:37]=[CH:36][C:35]=2[O:41][CH3:42])(=[O:33])=[O:32])[CH2:9]1.C(N(C(C)C)CC)(C)C. Product: [Cl:30][C:27]1[CH:28]=[CH:29][C:24]([CH2:23][CH:15]2[N:12]3[C:13](=[O:14])[CH:8]([NH:7][C:4]([CH:1]4[CH2:3][CH2:2]4)=[O:5])[CH2:9][N:10]([S:31]([C:34]4[CH:39]=[C:38]([Cl:40])[CH:37]=[CH:36][C:35]=4[O:41][CH3:42])(=[O:33])=[O:32])[CH:11]3[CH2:18][N:17]([CH:19]([CH3:21])[CH3:20])[C:16]2=[O:22])=[CH:25][CH:26]=1. The catalyst class is: 4. (5) Reactant: N1C=CC=CC=1[C:7]#[C:8][CH2:9][CH2:10][OH:11].C(N(CC)CC)C.[CH3:19][S:20](Cl)(=[O:22])=[O:21].C(=O)(O)[O-].[Na+]. Product: [CH3:19][S:20]([O:11][CH2:10][CH2:9][C:8]#[CH:7])(=[O:22])=[O:21]. The catalyst class is: 2. (6) Reactant: [CH:1]1([CH:6]([CH2:12][CH:13]=[CH2:14])[C:7](OCC)=[O:8])[CH2:5][CH2:4][CH2:3][CH2:2]1.[H-].[Al+3].[Li+].[H-].[H-].[H-].[F-].[Na+]. Product: [CH:1]1([CH:6]([CH2:12][CH:13]=[CH2:14])[CH2:7][OH:8])[CH2:5][CH2:4][CH2:3][CH2:2]1. The catalyst class is: 253.